This data is from Forward reaction prediction with 1.9M reactions from USPTO patents (1976-2016). The task is: Predict the product of the given reaction. (1) Given the reactants [Cl-].[Cl-].[Cl-].[Al+3].Cl[C:6](=[O:11])[C:7]([O:9][CH3:10])=[O:8].[Cl:12][C:13]1[CH:18]=[CH:17][CH:16]=[CH:15][C:14]=1[S:19][CH3:20], predict the reaction product. The product is: [CH3:10][O:9][C:7](=[O:8])[C:6]([C:17]1[CH:16]=[CH:15][C:14]([S:19][CH3:20])=[C:13]([Cl:12])[CH:18]=1)=[O:11]. (2) Given the reactants [CH:1]1[C:13]2[NH:12][C:11]3[C:6](=[CH:7][CH:8]=[CH:9][CH:10]=3)[C:5]=2[CH:4]=[CH:3][CH:2]=1.FC1C(F)=C(C#N)C(F)=[C:17](F)[C:16]=1[C:26]1[CH:31]=[C:30](C(F)(F)F)[CH:29]=[C:28](C(F)(F)F)[CH:27]=1.[H-].[Na+].ClCCl.[Cl-].[Na+].O, predict the reaction product. The product is: [CH:7](/[C:3]1[CH:2]=[CH:1][C:13]2[NH:12][C:11]3[C:6]([C:5]=2[CH:4]=1)=[CH:7][C:8](/[CH:17]=[CH:16]/[C:26]1[CH:27]=[CH:28][CH:29]=[CH:30][CH:31]=1)=[CH:9][CH:10]=3)=[CH:6]\[C:5]1[CH:13]=[CH:1][CH:2]=[CH:3][CH:4]=1. (3) Given the reactants [C:1]([N:4]1[C:13]2[C:8](=[CH:9][C:10]([C:14]3[CH:19]=[CH:18][C:17]([CH:20]=O)=[CH:16][CH:15]=3)=[CH:11][CH:12]=2)[C@H:7]([NH:22][C:23](=[O:28])[O:24][CH:25]([CH3:27])[CH3:26])[CH2:6][C@@H:5]1[CH3:29])(=[O:3])[CH3:2].[NH2:30][CH:31]1[CH2:36][CH2:35][N:34]([C:37]([O:39][C:40]([CH3:43])([CH3:42])[CH3:41])=[O:38])[CH2:33][CH2:32]1.C(O[BH-](OC(=O)C)OC(=O)C)(=O)C.[Na+].[NH4+].[Cl-], predict the reaction product. The product is: [C:1]([N:4]1[C:13]2[C:8](=[CH:9][C:10]([C:14]3[CH:19]=[CH:18][C:17]([CH2:20][NH:30][CH:31]4[CH2:32][CH2:33][N:34]([C:37]([O:39][C:40]([CH3:43])([CH3:42])[CH3:41])=[O:38])[CH2:35][CH2:36]4)=[CH:16][CH:15]=3)=[CH:11][CH:12]=2)[C@H:7]([NH:22][C:23]([O:24][CH:25]([CH3:27])[CH3:26])=[O:28])[CH2:6][C@@H:5]1[CH3:29])(=[O:3])[CH3:2]. (4) Given the reactants [F:1][C:2]1[CH:3]=[CH:4][C:5]([C:8]2[C:12]([CH2:13][CH2:14][C:15]3[S:16][C:17]([C:20]([OH:22])=O)=[CH:18][N:19]=3)=[C:11]([CH3:23])[O:10][N:9]=2)=[N:6][CH:7]=1.[CH2:24]([CH2:26][NH2:27])[OH:25], predict the reaction product. The product is: [OH:25][CH2:24][CH2:26][NH:27][C:20]([C:17]1[S:16][C:15]([CH2:14][CH2:13][C:12]2[C:8]([C:5]3[CH:4]=[CH:3][C:2]([F:1])=[CH:7][N:6]=3)=[N:9][O:10][C:11]=2[CH3:23])=[N:19][CH:18]=1)=[O:22]. (5) Given the reactants [CH3:1][O:2][C:3]1[N:8]=[CH:7][C:6]([CH2:9][C:10]2[C:11](=[O:17])[NH:12][C:13](=[S:16])[NH:14][CH:15]=2)=[CH:5][N:4]=1.Cl[CH2:19][C:20]1[CH:25]=[CH:24][C:23]([O:26][C:27]2[CH:32]=[CH:31][C:30]([F:33])=[CH:29][CH:28]=2)=[CH:22][CH:21]=1.C(NC(C)C)(C)C, predict the reaction product. The product is: [F:33][C:30]1[CH:31]=[CH:32][C:27]([O:26][C:23]2[CH:24]=[CH:25][C:20]([CH2:19][S:16][C:13]3[NH:14][CH:15]=[C:10]([CH2:9][C:6]4[CH:7]=[N:8][C:3]([O:2][CH3:1])=[N:4][CH:5]=4)[C:11](=[O:17])[N:12]=3)=[CH:21][CH:22]=2)=[CH:28][CH:29]=1. (6) Given the reactants CS(C)=O.C(Cl)(=O)C(Cl)=O.[OH:11][CH2:12][C:13]1[CH:18]=[CH:17][C:16]([N:19]([CH2:25][C:26]2[CH:27]=[N:28][CH:29]=[CH:30][CH:31]=2)[S:20]([CH2:23][CH3:24])(=[O:22])=[O:21])=[CH:15][CH:14]=1.C(N(CC)CC)C.C([O-])(O)=O.[Na+], predict the reaction product. The product is: [CH:12]([C:13]1[CH:14]=[CH:15][C:16]([N:19]([CH2:25][C:26]2[CH:27]=[N:28][CH:29]=[CH:30][CH:31]=2)[S:20]([CH2:23][CH3:24])(=[O:21])=[O:22])=[CH:17][CH:18]=1)=[O:11].